This data is from Forward reaction prediction with 1.9M reactions from USPTO patents (1976-2016). The task is: Predict the product of the given reaction. (1) Given the reactants [CH2:1]([O:8][N:9]1[C:15](=[O:16])[N:14]2[CH2:17][C@H:10]1[CH2:11][CH2:12][C@H:13]2[C:18]([OH:20])=O)[C:2]1[CH:7]=[CH:6][CH:5]=[CH:4][CH:3]=1.[NH2:21][O:22][CH2:23][CH2:24][C:25]1[CH:30]=[CH:29][CH:28]=[CH:27][N:26]=1.ON1C2C=CC=CC=2N=N1.Cl.C(N=C=NCCCN(C)C)C, predict the reaction product. The product is: [CH2:1]([O:8][N:9]1[C:15](=[O:16])[N:14]2[CH2:17][C@H:10]1[CH2:11][CH2:12][C@H:13]2[C:18]([NH:21][O:22][CH2:23][CH2:24][C:25]1[CH:30]=[CH:29][CH:28]=[CH:27][N:26]=1)=[O:20])[C:2]1[CH:3]=[CH:4][CH:5]=[CH:6][CH:7]=1. (2) The product is: [CH:14]1([NH:17][C:18]2[N:20]=[C:24]([OH:25])[C:23]([C:21]#[N:22])=[C:7]([C:6]3[CH:9]=[CH:10][C:3]([C:2]([F:12])([F:11])[F:1])=[CH:4][CH:5]=3)[N:19]=2)[CH2:16][CH2:15]1. Given the reactants [F:1][C:2]([F:12])([F:11])[C:3]1[CH:10]=[CH:9][C:6]([CH:7]=O)=[CH:5][CH:4]=1.Cl.[CH:14]1([NH:17][C:18]([NH2:20])=[NH:19])[CH2:16][CH2:15]1.[C:21]([CH2:23][C:24](OCC)=[O:25])#[N:22].C(=O)([O-])[O-].[K+].[K+], predict the reaction product. (3) The product is: [F:3][C:4]1[CH:5]=[CH:6][C:7](/[C:10](=[N:16]/[O:17][CH2:19][C:20]2[CH:21]=[CH:22][C:23]([O:24][CH2:25][C:26]3[N:27]=[C:28]([C:32]4[CH:37]=[CH:36][CH:35]=[CH:34][CH:33]=4)[O:29][C:30]=3[CH3:31])=[CH:38][CH:39]=2)/[C:11]([OH:13])=[O:12])=[CH:8][CH:9]=1. Given the reactants [H-].[Na+].[F:3][C:4]1[CH:9]=[CH:8][C:7](/[C:10](=[N:16]/[OH:17])/[C:11]([O:13]CC)=[O:12])=[CH:6][CH:5]=1.Cl[CH2:19][C:20]1[CH:39]=[CH:38][C:23]([O:24][CH2:25][C:26]2[N:27]=[C:28]([C:32]3[CH:37]=[CH:36][CH:35]=[CH:34][CH:33]=3)[O:29][C:30]=2[CH3:31])=[CH:22][CH:21]=1.Cl.C(=O)(O)[O-].[Na+], predict the reaction product.